This data is from TCR-epitope binding with 47,182 pairs between 192 epitopes and 23,139 TCRs. The task is: Binary Classification. Given a T-cell receptor sequence (or CDR3 region) and an epitope sequence, predict whether binding occurs between them. (1) The epitope is ELAGIGILTV. The TCR CDR3 sequence is CASSLGGIGQPQHF. Result: 1 (the TCR binds to the epitope). (2) The epitope is KLMNIQQKL. The TCR CDR3 sequence is CASSLDSGTGGTGELFF. Result: 0 (the TCR does not bind to the epitope). (3) The epitope is FRYMNSQGL. The TCR CDR3 sequence is CASSYDFQPQHF. Result: 0 (the TCR does not bind to the epitope). (4) The TCR CDR3 sequence is CSARLDYEQYF. The epitope is EIYKRWII. Result: 1 (the TCR binds to the epitope). (5) The epitope is VTEHDTLLY. The TCR CDR3 sequence is CASSPVAGGNHNEQFF. Result: 1 (the TCR binds to the epitope). (6) The epitope is GILGFVFTL. Result: 1 (the TCR binds to the epitope). The TCR CDR3 sequence is CASSLYYLAPKTYEQYF. (7) The epitope is TEKSNIIRGW. The TCR CDR3 sequence is CASSQERHQNTEAFF. Result: 0 (the TCR does not bind to the epitope). (8) The epitope is FLPRVFSAV. Result: 1 (the TCR binds to the epitope). The TCR CDR3 sequence is CASSQVRGILTDTQYF. (9) The epitope is RAKFKQLL. The TCR CDR3 sequence is CASRVGAGGPDGELFF. Result: 1 (the TCR binds to the epitope). (10) The epitope is ATVVIGTSK. The TCR CDR3 sequence is CASSPDPGQLYEQYF. Result: 0 (the TCR does not bind to the epitope).